Dataset: Catalyst prediction with 721,799 reactions and 888 catalyst types from USPTO. Task: Predict which catalyst facilitates the given reaction. (1) Reactant: [CH2:1]([C:3]1[CH:4]=[CH:5][C:6]([O:17][CH3:18])=[C:7]([C:9]([C:11]2[CH:16]=[CH:15][CH:14]=[CH:13][CH:12]=2)=[O:10])[CH:8]=1)[CH3:2].C[O:20][C:21](=[O:40])[CH2:22][CH2:23][C:24]1[CH:29]=[CH:28][C:27]([O:30][CH2:31][CH2:32]COS(C)(=O)=O)=[CH:26][C:25]=1[CH3:39].C([O-])([O-])=O.[Cs+].[Cs+].[OH-].[Na+].Cl. Product: [C:9]([C:7]1[CH:8]=[C:3]([CH2:1][CH3:2])[CH:4]=[CH:5][C:6]=1[O:17][CH2:18][CH2:32][CH2:31][O:30][C:27]1[CH:28]=[CH:29][C:24]([CH2:23][CH2:22][C:21]([OH:40])=[O:20])=[C:25]([CH3:39])[CH:26]=1)(=[O:10])[C:11]1[CH:16]=[CH:15][CH:14]=[CH:13][CH:12]=1. The catalyst class is: 18. (2) Reactant: Cl.[NH2:2][C@H:3]([C:7]1[CH:12]=[CH:11][CH:10]=[CH:9][CH:8]=1)[CH2:4][CH2:5][OH:6].[C:13]([O:17][C:18]([NH:20][C:21]1([C:36](O)=[O:37])[CH2:26][CH2:25][N:24]([C:27]2[C:28]3[CH:35]=[CH:34][NH:33][C:29]=3[N:30]=[CH:31][N:32]=2)[CH2:23][CH2:22]1)=[O:19])([CH3:16])([CH3:15])[CH3:14].CCN(C(C)C)C(C)C.F[P-](F)(F)(F)(F)F.N1(OC(N(C)C)=[N+](C)C)C2N=CC=CC=2N=N1. Product: [OH:6][CH2:5][CH2:4][C@H:3]([NH:2][C:36]([C:21]1([NH:20][C:18](=[O:19])[O:17][C:13]([CH3:15])([CH3:14])[CH3:16])[CH2:22][CH2:23][N:24]([C:27]2[C:28]3[CH:35]=[CH:34][NH:33][C:29]=3[N:30]=[CH:31][N:32]=2)[CH2:25][CH2:26]1)=[O:37])[C:7]1[CH:12]=[CH:11][CH:10]=[CH:9][CH:8]=1. The catalyst class is: 44. (3) Reactant: C([O:3][C:4]([C:6]1([NH:15][C:16](=[O:29])[C:17]2[C:22]([NH2:23])=[CH:21][CH:20]=[C:19]([CH3:24])[C:18]=2[CH:25]=[C:26]([CH3:28])[CH3:27])[CH2:14][C:13]2[C:8](=[CH:9][CH:10]=[CH:11][CH:12]=2)[CH2:7]1)=[O:5])C.[OH-].[K+].O. Product: [NH2:23][C:22]1[C:17]([C:16]([NH:15][C:6]2([C:4]([OH:5])=[O:3])[CH2:7][C:8]3[C:13](=[CH:12][CH:11]=[CH:10][CH:9]=3)[CH2:14]2)=[O:29])=[C:18]([CH:25]=[C:26]([CH3:27])[CH3:28])[C:19]([CH3:24])=[CH:20][CH:21]=1. The catalyst class is: 14. (4) Reactant: [CH3:1][O:2][CH2:3][CH2:4][O:5][CH2:6]Cl.[OH:8][C:9]1[CH:16]=[CH:15][C:12]([CH:13]=[O:14])=[CH:11][CH:10]=1.C([O-])([O-])=O.[K+].[K+]. Product: [CH3:1][O:2][CH2:3][CH2:4][O:5][CH2:6][O:8][C:9]1[CH:16]=[CH:15][C:12]([CH:13]=[O:14])=[CH:11][CH:10]=1. The catalyst class is: 21. (5) Reactant: [CH3:1][C:2]1[O:3][C:4]([C:20]2[CH:25]=[CH:24][CH:23]=[CH:22][CH:21]=2)=[CH:5][C:6]=1[C:7]([NH:9][CH2:10][CH2:11][CH2:12][CH2:13][CH2:14][CH2:15][C:16]([O:18][CH3:19])=[O:17])=[O:8].[Br:26]N1C(=O)CCC1=O. Product: [Br:26][C:5]1[C:6]([C:7]([NH:9][CH2:10][CH2:11][CH2:12][CH2:13][CH2:14][CH2:15][C:16]([O:18][CH3:19])=[O:17])=[O:8])=[C:2]([CH3:1])[O:3][C:4]=1[C:20]1[CH:21]=[CH:22][CH:23]=[CH:24][CH:25]=1. The catalyst class is: 26. (6) Reactant: [CH3:1][O:2][C:3]1[C:8]([NH2:9])=[CH:7][C:6]([C:10]([F:13])([F:12])[F:11])=[CH:5][C:4]=1[NH2:14].N1C=CC=CC=1.[CH3:21][S:22](Cl)(=[O:24])=[O:23].CCOC(C)=O. Product: [NH2:9][C:8]1[C:3]([O:2][CH3:1])=[C:4]([NH:14][S:22]([CH3:21])(=[O:24])=[O:23])[CH:5]=[C:6]([C:10]([F:12])([F:11])[F:13])[CH:7]=1. The catalyst class is: 4. (7) Reactant: [CH3:1][O:2][C:3]1[CH:15]=[C:14]([O:16][CH3:17])[CH:13]=[CH:12][C:4]=1[CH:5]=[C:6]1[CH2:10][CH2:9][CH2:8][C:7]1=[O:11].[Cl-:18].[CH3:19][N+:20](=[CH2:22])[CH3:21]. Product: [ClH:18].[CH3:1][O:2][C:3]1[CH:15]=[C:14]([O:16][CH3:17])[CH:13]=[CH:12][C:4]=1[CH:5]=[C:6]1[CH2:10][CH2:9][CH:8]([CH2:19][N:20]([CH3:22])[CH3:21])[C:7]1=[O:11]. The catalyst class is: 10. (8) Reactant: [C:1]([C:3]1[CH:8]=[C:7]([CH3:9])[CH:6]=[CH:5][C:4]=1[C:10]1[CH:15]=[C:14]([C:16]([O:18]C)=[O:17])[CH:13]=[C:12]([O:20][CH2:21][CH:22]2[O:27][CH2:26][CH2:25][N:24]([C:28]([O:30][C:31]([CH3:34])([CH3:33])[CH3:32])=[O:29])[CH2:23]2)[CH:11]=1)#[N:2].[OH-].[Li+].Cl. Product: [C:31]([O:30][C:28]([N:24]1[CH2:25][CH2:26][O:27][CH:22]([CH2:21][O:20][C:12]2[CH:13]=[C:14]([C:16]([OH:18])=[O:17])[CH:15]=[C:10]([C:4]3[CH:5]=[CH:6][C:7]([CH3:9])=[CH:8][C:3]=3[C:1]#[N:2])[CH:11]=2)[CH2:23]1)=[O:29])([CH3:34])([CH3:32])[CH3:33]. The catalyst class is: 1. (9) Reactant: [CH2:1]([O:3][C:4]1[CH:9]=[CH:8][C:7]([C:10]2[C:15](=[O:16])[N:14]3[CH:17]=[CH:18][S:19][C:13]3=[N:12][C:11]=2[CH3:20])=[CH:6][CH:5]=1)[CH3:2].[CH:21]1(CBr)C[CH2:22]1.C([O-])([O-])=O.[Cs+].[Cs+]. Product: [CH:2]1([CH2:1][O:3][C:4]2[CH:5]=[CH:6][C:7]([C:10]3[C:15](=[O:16])[N:14]4[CH:17]=[CH:18][S:19][C:13]4=[N:12][C:11]=3[CH3:20])=[CH:8][CH:9]=2)[CH2:22][CH2:21]1. The catalyst class is: 39.